From a dataset of Full USPTO retrosynthesis dataset with 1.9M reactions from patents (1976-2016). Predict the reactants needed to synthesize the given product. (1) Given the product [Br:1][C:2]1[CH:3]=[C:4]2[C:9](=[CH:10][CH:11]=1)[N:8]([CH:12]1[CH2:21][CH2:20][C:15](=[O:16])[CH2:14][CH2:13]1)[CH2:7][CH2:6][CH2:5]2, predict the reactants needed to synthesize it. The reactants are: [Br:1][C:2]1[CH:3]=[C:4]2[C:9](=[CH:10][CH:11]=1)[N:8]([CH:12]1[CH2:21][CH2:20][C:15]3(OCC[O:16]3)[CH2:14][CH2:13]1)[CH2:7][CH2:6][CH2:5]2.Cl. (2) Given the product [Cl:12][C:11]1[C:2]2[N:3]([CH:21]=[CH:22][N:1]=2)[C:4]([C:13]2[CH:18]=[CH:17][CH:16]=[C:15]([F:19])[CH:14]=2)=[C:5]([C:6]([O:8][CH3:9])=[O:7])[CH:10]=1, predict the reactants needed to synthesize it. The reactants are: [NH2:1][C:2]1[C:11]([Cl:12])=[CH:10][C:5]([C:6]([O:8][CH3:9])=[O:7])=[C:4]([C:13]2[CH:18]=[CH:17][CH:16]=[C:15]([F:19])[CH:14]=2)[N:3]=1.Cl[CH2:21][CH:22]=O.O.